This data is from Catalyst prediction with 721,799 reactions and 888 catalyst types from USPTO. The task is: Predict which catalyst facilitates the given reaction. Reactant: Cl[C:2]1[CH:11]=[CH:10][C:9]([S:12]([CH3:14])=[O:13])=[CH:8][C:3]=1[C:4]([O:6][CH3:7])=[O:5].[NH:15]1[CH2:20][CH2:19][CH2:18][CH2:17][CH2:16]1. Product: [CH3:14][S:12]([C:9]1[CH:10]=[CH:11][C:2]([N:15]2[CH2:20][CH2:19][CH2:18][CH2:17][CH2:16]2)=[C:3]([CH:8]=1)[C:4]([O:6][CH3:7])=[O:5])=[O:13]. The catalyst class is: 16.